From a dataset of Peptide-MHC class II binding affinity with 134,281 pairs from IEDB. Regression. Given a peptide amino acid sequence and an MHC pseudo amino acid sequence, predict their binding affinity value. This is MHC class II binding data. The peptide sequence is RAYRNALSMMPEAMT. The MHC is HLA-DQA10501-DQB10303 with pseudo-sequence HLA-DQA10501-DQB10303. The binding affinity (normalized) is 0.555.